Dataset: Forward reaction prediction with 1.9M reactions from USPTO patents (1976-2016). Task: Predict the product of the given reaction. (1) Given the reactants [Cl:1][C:2]1[CH:20]=[C:19]([Cl:21])[CH:18]=[CH:17][C:3]=1[CH2:4][N:5]([CH3:16])[CH2:6][C:7]([C:9]1[CH:14]=[CH:13][CH:12]=[C:11]([Br:15])[CH:10]=1)=[O:8].[BH4-].[Na+], predict the reaction product. The product is: [Br:15][C:11]1[CH:10]=[C:9]([CH:7]([OH:8])[CH2:6][N:5]([CH2:4][C:3]2[CH:17]=[CH:18][C:19]([Cl:21])=[CH:20][C:2]=2[Cl:1])[CH3:16])[CH:14]=[CH:13][CH:12]=1. (2) Given the reactants Cl[C:2]1[N:7]=[N:6][C:5]([CH2:8][N:9]2[CH:14]=[C:13]3[N:15]=[C:16]([C:18]4[CH:23]=[CH:22][CH:21]=[CH:20][C:19]=4[F:24])[N:17]=[C:12]3[CH:11]=[N:10]2)=[CH:4][CH:3]=1.[CH3:25][O:26][C:27]1[CH:32]=[CH:31][C:30](B(O)O)=[C:29]([C:36]([F:39])([F:38])[F:37])[CH:28]=1, predict the reaction product. The product is: [F:24][C:19]1[CH:20]=[CH:21][CH:22]=[CH:23][C:18]=1[C:16]1[N:17]=[C:12]2[CH:11]=[N:10][N:9]([CH2:8][C:5]3[N:6]=[N:7][C:2]([C:30]4[CH:31]=[CH:32][C:27]([O:26][CH3:25])=[CH:28][C:29]=4[C:36]([F:37])([F:38])[F:39])=[CH:3][CH:4]=3)[CH:14]=[C:13]2[N:15]=1. (3) Given the reactants [Cl:1][CH2:2][C:3]([NH:5][CH2:6][CH2:7][C:8]1[CH:13]=[CH:12][CH:11]=[C:10]([O:14][CH3:15])[CH:9]=1)=O.O=P12OP3(OP(OP(O3)(O1)=O)(=O)O2)=O.Cl.CCOCC, predict the reaction product. The product is: [Cl-:1].[Cl:1][CH2:2][C:3]1[C:13]2[C:8](=[CH:9][C:10]([O:14][CH3:15])=[CH:11][CH:12]=2)[CH2:7][CH2:6][NH+:5]=1. (4) Given the reactants C(O[C:4](=[O:33])[CH2:5][CH2:6][C:7]1[CH:12]=[CH:11][C:10]([S:13][CH2:14][CH2:15][C@@H:16]([O:18][C:19]2[CH:24]=[CH:23][C:22]([O:25][C:26]([F:29])([F:28])[F:27])=[CH:21][C:20]=2Br)[CH3:17])=[CH:9][C:8]=1[CH2:31][CH3:32])C.[C:34]1([OH:40])[CH:39]=[CH:38][CH:37]=[CH:36][CH:35]=1.C(=O)([O-])[O-:42].[Cs+].[Cs+].CC(C)(C(=O)CC(=O)C(C)(C)C)C.[OH-].[Na+], predict the reaction product. The product is: [CH2:31]([C:8]1[CH:9]=[C:10]([S:13][CH2:14][CH2:15][C@@H:16]([O:18][C:19]2[CH:24]=[CH:23][C:22]([O:25][C:26]([F:29])([F:28])[F:27])=[CH:21][C:20]=2[O:40][C:34]2[CH:39]=[CH:38][CH:37]=[CH:36][CH:35]=2)[CH3:17])[CH:11]=[CH:12][C:7]=1[CH2:6][CH2:5][C:4]([OH:33])=[O:42])[CH3:32]. (5) Given the reactants FC(F)(F)C(O)=O.[CH2:8]([O:15][C:16]([N:18]1[CH2:23][CH2:22][CH:21]([C:24]2(O)[CH:33]([C:34]3[CH:39]=[CH:38][CH:37]=[CH:36][CH:35]=3)[C:32]3[C:27](=[CH:28][CH:29]=[C:30]([O:40][CH3:41])[CH:31]=3)[C:26](=[O:42])[N:25]2[CH3:43])[CH2:20][CH2:19]1)=[O:17])[C:9]1[CH:14]=[CH:13][CH:12]=[CH:11][CH:10]=1.[OH-].[Na+], predict the reaction product. The product is: [CH2:8]([O:15][C:16]([N:18]1[CH2:19][CH2:20][CH:21]([C:24]2[N:25]([CH3:43])[C:26](=[O:42])[C:27]3[C:32]([C:33]=2[C:34]2[CH:39]=[CH:38][CH:37]=[CH:36][CH:35]=2)=[CH:31][C:30]([O:40][CH3:41])=[CH:29][CH:28]=3)[CH2:22][CH2:23]1)=[O:17])[C:9]1[CH:14]=[CH:13][CH:12]=[CH:11][CH:10]=1. (6) Given the reactants [CH2:1]([O:5][C:6]1[CH:11]=[CH:10][C:9]([CH2:12][C:13]([OH:15])=[O:14])=[CH:8][CH:7]=1)[CH2:2][CH2:3][CH3:4].O[C:17]1[CH:24]=[C:23]([OH:25])[CH:22]=[CH:21][C:18]=1[CH:19]=O, predict the reaction product. The product is: [CH2:1]([O:5][C:6]1[CH:7]=[CH:8][C:9]([C:12]2[C:13](=[O:15])[O:14][C:21]3[C:18]([CH:19]=2)=[CH:17][CH:24]=[C:23]([OH:25])[CH:22]=3)=[CH:10][CH:11]=1)[CH2:2][CH2:3][CH3:4].